From a dataset of HIV replication inhibition screening data with 41,000+ compounds from the AIDS Antiviral Screen. Binary Classification. Given a drug SMILES string, predict its activity (active/inactive) in a high-throughput screening assay against a specified biological target. The compound is O=C1NC(=O)C(=CN2C(=O)C(=Cc3ccc([N+](=O)[O-])cc3)SC2=S)C(=O)N1. The result is 0 (inactive).